From a dataset of Catalyst prediction with 721,799 reactions and 888 catalyst types from USPTO. Predict which catalyst facilitates the given reaction. (1) Reactant: [F:1][C:2]1([F:32])[O:6][C:5]2[CH:7]=[CH:8][C:9]([C:11]3([C:14]([NH:16][C:17]4[N:22]=[C:21]([C:23]5[CH:24]=[N:25][C:26]([O:29]C)=[CH:27][CH:28]=5)[C:20]([CH3:31])=[CH:19][N:18]=4)=[O:15])[CH2:13][CH2:12]3)=[CH:10][C:4]=2[O:3]1.Cl. Product: [F:32][C:2]1([F:1])[O:6][C:5]2[CH:7]=[CH:8][C:9]([C:11]3([C:14]([NH:16][C:17]4[N:22]=[C:21]([C:23]5[CH:28]=[CH:27][C:26](=[O:29])[NH:25][CH:24]=5)[C:20]([CH3:31])=[CH:19][N:18]=4)=[O:15])[CH2:13][CH2:12]3)=[CH:10][C:4]=2[O:3]1. The catalyst class is: 12. (2) Reactant: [F:1][C:2]1[C:11]([O:12][CH3:13])=[CH:10][CH:9]=[C:8]([CH3:14])[C:3]=1[C:4]([O:6]C)=[O:5].CO.[OH-].[K+].Cl. Product: [F:1][C:2]1[C:11]([O:12][CH3:13])=[CH:10][CH:9]=[C:8]([CH3:14])[C:3]=1[C:4]([OH:6])=[O:5]. The catalyst class is: 1. (3) Reactant: [F:1][C:2]1[CH:3]=[CH:4][C:5]([O:8][CH2:9][CH2:10][C@@H:11]2[CH2:17][C@@H:16]3[C@@H:14]([CH2:15]3)[CH2:13][N:12]2C(OC(C)(C)C)=O)=[N:6][CH:7]=1.C(O)(C(F)(F)F)=O. Product: [F:1][C:2]1[CH:3]=[CH:4][C:5]([O:8][CH2:9][CH2:10][C@@H:11]2[CH2:17][C@@H:16]3[C@@H:14]([CH2:15]3)[CH2:13][NH:12]2)=[N:6][CH:7]=1. The catalyst class is: 61. (4) Reactant: S([N:11]1[C:23]2[C:22]([C:29]([F:32])([F:31])[F:30])([O:24][Si](C)(C)C)[CH2:21][CH2:20][CH2:19][C:18]=2[C:17]2[C:12]1=[CH:13][CH:14]=[C:15]([C:33]#[N:34])[CH:16]=2)(C1C=CC(C)=CC=1)(=O)=O.[OH-].[K+]. Product: [OH:24][C:22]1([C:29]([F:32])([F:30])[F:31])[C:23]2[NH:11][C:12]3[C:17](=[CH:16][C:15]([C:33]#[N:34])=[CH:14][CH:13]=3)[C:18]=2[CH2:19][CH2:20][CH2:21]1. The catalyst class is: 20. (5) Reactant: [Cl:1][C:2]1[CH:7]=[C:6]([C:8]([F:11])([F:10])[F:9])[CH:5]=[C:4]([Cl:12])[C:3]=1[NH:13][N:14]=[CH:15][CH2:16][C:17]#[N:18].[Cl:19][C:20]1[CH:25]=[C:24]([C:26]([F:29])([F:28])[F:27])[CH:23]=[C:22]([Cl:30])[C:21]=1[NH:31][NH:32][CH2:33][CH2:34][C:35]#[N:36]. Product: [Cl:1][C:2]1[CH:7]=[C:6]([C:8]([F:10])([F:9])[F:11])[CH:5]=[C:4]([Cl:12])[C:3]=1[NH:13][N:14]=[CH:15][CH2:16][C:17]#[N:18].[Cl:19][C:20]1[CH:25]=[C:24]([C:26]([F:28])([F:27])[F:29])[CH:23]=[C:22]([Cl:30])[C:21]=1[N:31]=[N:32][CH2:33][CH2:34][C:35]#[N:36]. The catalyst class is: 159. (6) Reactant: [CH3:1][O:2][CH2:3][C@@H:4]([O:6][C:7]1[CH:8]=[C:9]([CH:27]=[C:28]([C:30](=[O:38])[NH:31][C:32]2[CH:36]=[CH:35][N:34]([CH3:37])[N:33]=2)[CH:29]=1)[O:10][C:11]1[CH:12]=[CH:13][C:14]([C:17]2[N:21]=[C:20]([C:22]([O:24]CC)=O)[O:19][N:18]=2)=[N:15][CH:16]=1)[CH3:5].[CH:39]1([NH2:42])[CH2:41][CH2:40]1. Product: [CH:39]1([NH:42][C:22]([C:20]2[O:19][N:18]=[C:17]([C:14]3[CH:13]=[CH:12][C:11]([O:10][C:9]4[CH:27]=[C:28]([C:30](=[O:38])[NH:31][C:32]5[CH:36]=[CH:35][N:34]([CH3:37])[N:33]=5)[CH:29]=[C:7]([O:6][C@@H:4]([CH3:5])[CH2:3][O:2][CH3:1])[CH:8]=4)=[CH:16][N:15]=3)[N:21]=2)=[O:24])[CH2:41][CH2:40]1. The catalyst class is: 8.